From a dataset of Catalyst prediction with 721,799 reactions and 888 catalyst types from USPTO. Predict which catalyst facilitates the given reaction. Reactant: Cl[C:2]1[C:3](=[O:16])[N:4]([CH3:15])[S:5](=[O:14])(=[O:13])[C:6]=1[C:7]1[CH:12]=[CH:11][CH:10]=[CH:9][CH:8]=1.[O:17]1[CH2:22][CH2:21][N:20]([C:23]2[CH:29]=[CH:28][C:26]([NH2:27])=[CH:25][CH:24]=2)[CH2:19][CH2:18]1. Product: [CH3:15][N:4]1[C:3](=[O:16])[C:2]([NH:27][C:26]2[CH:25]=[CH:24][C:23]([N:20]3[CH2:21][CH2:22][O:17][CH2:18][CH2:19]3)=[CH:29][CH:28]=2)=[C:6]([C:7]2[CH:12]=[CH:11][CH:10]=[CH:9][CH:8]=2)[S:5]1(=[O:14])=[O:13]. The catalyst class is: 23.